From a dataset of Peptide-MHC class I binding affinity with 185,985 pairs from IEDB/IMGT. Regression. Given a peptide amino acid sequence and an MHC pseudo amino acid sequence, predict their binding affinity value. This is MHC class I binding data. (1) The peptide sequence is ATISYRIKL. The MHC is HLA-A01:01 with pseudo-sequence HLA-A01:01. The binding affinity (normalized) is 0.0847. (2) The peptide sequence is NPAWRKAVF. The MHC is HLA-A30:01 with pseudo-sequence HLA-A30:01. The binding affinity (normalized) is 0. (3) The peptide sequence is LLLMRTTWAF. The MHC is HLA-A23:01 with pseudo-sequence HLA-A23:01. The binding affinity (normalized) is 0.395. (4) The peptide sequence is IFKNLTKPL. The MHC is HLA-B07:02 with pseudo-sequence HLA-B07:02. The binding affinity (normalized) is 0.0847. (5) The peptide sequence is IPRLGGMAF. The MHC is HLA-B15:01 with pseudo-sequence HLA-B15:01. The binding affinity (normalized) is 0.280. (6) The peptide sequence is HLLHQTNPY. The MHC is Mamu-A02 with pseudo-sequence Mamu-A02. The binding affinity (normalized) is 0.